This data is from Catalyst prediction with 721,799 reactions and 888 catalyst types from USPTO. The task is: Predict which catalyst facilitates the given reaction. Reactant: [Br:1][C:2]1[C:3]([F:18])=[CH:4][C:5]([OH:17])=[C:6]([CH:16]=1)/[CH:7]=[C:8]1/[C:9](=[O:15])[N:10]=[C:11](SC)[S:12]/1.Cl.Cl.[NH:21]1[CH2:26][CH2:25][CH2:24][CH2:23][NH:22]1.C(N(CC)CC)C. Product: [Br:1][C:2]1[C:3]([F:18])=[CH:4][C:5]([OH:17])=[C:6](/[CH:7]=[C:8]2/[C:9](=[O:15])[N:10]=[C:11]([N:21]3[CH2:26][CH2:25][CH2:24][CH2:23][NH:22]3)[S:12]/2)[CH:16]=1. The catalyst class is: 8.